The task is: Predict the reaction yield, written as a fraction of the theoretical maximum amount of product (1.0 means a 100% yield; for example, 0.34 means a 34% yield).. This data is from Reaction yield outcomes from USPTO patents with 853,638 reactions. (1) The reactants are [Br:1][C:2]1[CH:7]=[CH:6][C:5]([C@@H:8]([N:10]2[CH2:15][CH2:14][C@@:13]([C:20]3[CH:25]=[CH:24][C:23]([F:26])=[CH:22][CH:21]=3)([CH2:16][C:17](=[O:19])[CH3:18])[O:12][C:11]2=[O:27])[CH3:9])=[CH:4][CH:3]=1.[CH3:28][Mg]Br. The catalyst is C1COCC1. The product is [Br:1][C:2]1[CH:7]=[CH:6][C:5]([C@@H:8]([N:10]2[CH2:15][CH2:14][C@@:13]([C:20]3[CH:21]=[CH:22][C:23]([F:26])=[CH:24][CH:25]=3)([CH2:16][C:17]([OH:19])([CH3:28])[CH3:18])[O:12][C:11]2=[O:27])[CH3:9])=[CH:4][CH:3]=1. The yield is 0.460. (2) The reactants are [F:1][C:2]1[CH:7]=[CH:6][C:5]([CH2:8][CH2:9][C:10](=[O:22])[CH2:11][C:12]([C:14]2[CH:15]=[C:16]([CH:19]=[CH:20][CH:21]=2)[C:17]#[N:18])=[O:13])=[CH:4][CH:3]=1.[C:23]([O-])([O-])=O.[K+].[K+].CI. The catalyst is CC(C)=O. The product is [F:1][C:2]1[CH:7]=[CH:6][C:5]([CH2:8][CH2:9][C:10](=[O:22])[CH:11]([CH3:23])[C:12]([C:14]2[CH:15]=[C:16]([CH:19]=[CH:20][CH:21]=2)[C:17]#[N:18])=[O:13])=[CH:4][CH:3]=1. The yield is 0.600. (3) The reactants are [CH:1]1([CH2:4][N:5]2[C:10](=[O:11])[C:9]([CH2:12][O:13][S:14]([CH3:17])(=[O:16])=[O:15])=[CH:8][C:7]([C:18]3[CH:19]=[CH:20][C:21]4[O:25][CH2:24][CH2:23][C:22]=4[CH:26]=3)=[N:6]2)[CH2:3][CH2:2]1.[Cl:27][C:28]1[CH:54]=[CH:53]C(C=CCN2C(=O)C(CO)=CC(C3C=CC4OCCC=4C=3)=N2)=[CH:30][CH:29]=1. No catalyst specified. The product is [Cl:27][C:28]1[CH:54]=[CH:53][C:3]([CH:2]=[CH:1][CH2:4][N:5]2[C:10](=[O:11])[C:9]([CH2:12][O:13][S:14]([CH3:17])(=[O:15])=[O:16])=[CH:8][C:7]([C:18]3[CH:19]=[CH:20][C:21]4[O:25][CH2:24][CH2:23][C:22]=4[CH:26]=3)=[N:6]2)=[CH:30][CH:29]=1. The yield is 0.833. (4) The catalyst is C(O)C. The reactants are O.[OH-].[Na+].[C:4]([C:6]1[CH:7]=[C:8]2[C:12](=[CH:13][CH:14]=1)[N:11](S(C1C=CC(C)=CC=1)(=O)=O)[CH:10]=[C:9]2[C@H:25]1[CH2:27][C@H:26]1[CH2:28][N:29]([CH3:31])[CH3:30])#[N:5]. The yield is 0.750. The product is [C:4]([C:6]1[CH:7]=[C:8]2[C:12](=[CH:13][CH:14]=1)[NH:11][CH:10]=[C:9]2[C@H:25]1[CH2:27][C@H:26]1[CH2:28][N:29]([CH3:31])[CH3:30])#[N:5]. (5) The reactants are [S:1]1[CH:5]=[CH:4][CH:3]=[C:2]1[CH2:6][CH2:7][NH2:8].[CH:9]1([C:15](Cl)=[O:16])[CH2:14][CH2:13][CH2:12][CH2:11][CH2:10]1.C(O)C(N)(CO)CO. The catalyst is C(Cl)Cl. The product is [S:1]1[CH:5]=[CH:4][CH:3]=[C:2]1[CH2:6][CH2:7][NH:8][C:15]([CH:9]1[CH2:14][CH2:13][CH2:12][CH2:11][CH2:10]1)=[O:16]. The yield is 0.760. (6) The reactants are C([O:8][C:9](=O)[NH:10][CH2:11][CH:12]1[CH2:17][CH2:16][CH2:15][CH:14]([N:18]2[C:27]3[C:22](=[N:23][CH:24]=[CH:25][CH:26]=3)[C:21]3=[N:28][O:29][C:30]([CH3:31])=[C:20]3[C:19]2=[O:32])[CH2:13]1)C1C=CC=CC=1.I[Si](C)(C)C.C(O)(=O)[C:40]1[CH:45]=[CH:44][CH:43]=[CH:42][CH:41]=1.Cl.CN(C)CCCN=C=NCC.ON1C2N=CC=CC=2N=N1.C(N(CC)C(C)C)(C)C. The catalyst is ClCCl.CN(C)C=O. The product is [CH3:31][C:30]1[O:29][N:28]=[C:21]2[C:22]3[C:27](=[CH:26][CH:25]=[CH:24][N:23]=3)[N:18]([CH:14]3[CH2:15][CH2:16][CH2:17][CH:12]([CH2:11][NH:10][C:9](=[O:8])[C:40]4[CH:45]=[CH:44][CH:43]=[CH:42][CH:41]=4)[CH2:13]3)[C:19](=[O:32])[C:20]=12. The yield is 0.800. (7) The reactants are [CH3:1][C:2]1[CH:7]=[CH:6][N:5]=[C:4]([C:8]2[N:12]([C:13]3[CH:14]=[N:15][CH:16]=[CH:17][CH:18]=3)[N:11]=[C:10]([C:19]([OH:21])=O)[CH:9]=2)[CH:3]=1.[C:22]([NH2:26])([CH3:25])([CH3:24])[CH3:23]. No catalyst specified. The product is [C:22]([NH:26][C:19]([C:10]1[CH:9]=[C:8]([C:4]2[CH:3]=[C:2]([CH3:1])[CH:7]=[CH:6][N:5]=2)[N:12]([C:13]2[CH:14]=[N:15][CH:16]=[CH:17][CH:18]=2)[N:11]=1)=[O:21])([CH3:25])([CH3:24])[CH3:23]. The yield is 0.190.